This data is from Peptide-MHC class I binding affinity with 185,985 pairs from IEDB/IMGT. The task is: Regression. Given a peptide amino acid sequence and an MHC pseudo amino acid sequence, predict their binding affinity value. This is MHC class I binding data. (1) The peptide sequence is EIIPKIKAY. The MHC is HLA-B08:02 with pseudo-sequence HLA-B08:02. The binding affinity (normalized) is 0.0847. (2) The MHC is HLA-B07:02 with pseudo-sequence HLA-B07:02. The peptide sequence is ASHFISNSW. The binding affinity (normalized) is 0.0847. (3) The peptide sequence is FLTIPPTAGI. The MHC is HLA-A02:03 with pseudo-sequence HLA-A02:03. The binding affinity (normalized) is 0.789. (4) The peptide sequence is MLHNFLPHM. The MHC is HLA-B15:01 with pseudo-sequence HLA-B15:01. The binding affinity (normalized) is 0.657. (5) The peptide sequence is DAYGFHNYK. The MHC is HLA-A11:01 with pseudo-sequence HLA-A11:01. The binding affinity (normalized) is 0.550. (6) The peptide sequence is ALNLWVTVY. The MHC is Mamu-A11 with pseudo-sequence Mamu-A11. The binding affinity (normalized) is 0.0388. (7) The peptide sequence is HLTRVGPYL. The MHC is HLA-B57:01 with pseudo-sequence HLA-B57:01. The binding affinity (normalized) is 0.0847. (8) The peptide sequence is ILAQVPFSV. The MHC is HLA-A02:01 with pseudo-sequence HLA-A02:01. The binding affinity (normalized) is 0.775. (9) The peptide sequence is VRRRLTARGLL. The MHC is Mamu-A07 with pseudo-sequence Mamu-A07. The binding affinity (normalized) is 0. (10) The peptide sequence is ATAGLTHM. The MHC is Mamu-A01 with pseudo-sequence Mamu-A01. The binding affinity (normalized) is 0.256.